From a dataset of Catalyst prediction with 721,799 reactions and 888 catalyst types from USPTO. Predict which catalyst facilitates the given reaction. (1) Reactant: C([Si](C)(C)[O:6][CH2:7][C@@H:8]1[C@@H:13]([O:14][CH2:15][C:16]2[CH:21]=[CH:20][CH:19]=[CH:18][CH:17]=2)[C@H:12]([O:22][CH2:23][C:24]2[CH:29]=[CH:28][CH:27]=[CH:26][CH:25]=2)[C@@H:11]([O:30][CH2:31][C:32]2[CH:37]=[CH:36][CH:35]=[CH:34][CH:33]=2)[C:10]([C:40]2[CH:45]=[CH:44][C:43]([CH:46]3[CH2:48][CH2:47]3)=[C:42]([CH2:49][C:50]3[CH:59]=[CH:58][C:53]4[O:54][CH2:55][CH2:56][O:57][C:52]=4[CH:51]=3)[CH:41]=2)([O:38][CH3:39])[O:9]1)(C)(C)C.C(Cl)(C)=O. Product: [CH2:15]([O:14][C@H:13]1[C@H:12]([O:22][CH2:23][C:24]2[CH:29]=[CH:28][CH:27]=[CH:26][CH:25]=2)[C@@H:11]([O:30][CH2:31][C:32]2[CH:33]=[CH:34][CH:35]=[CH:36][CH:37]=2)[C:10]([C:40]2[CH:45]=[CH:44][C:43]([CH:46]3[CH2:48][CH2:47]3)=[C:42]([CH2:49][C:50]3[CH:59]=[CH:58][C:53]4[O:54][CH2:55][CH2:56][O:57][C:52]=4[CH:51]=3)[CH:41]=2)([O:38][CH3:39])[O:9][C@@H:8]1[CH2:7][OH:6])[C:16]1[CH:17]=[CH:18][CH:19]=[CH:20][CH:21]=1. The catalyst class is: 5. (2) Product: [CH:23]1([N:22]2[C:21]3[CH:29]=[CH:30][C:31]([C:33]([OH:35])=[O:34])=[CH:32][C:20]=3[N:19]=[C:18]2[C:13]2[CH:14]=[C:15]3[C:10](=[CH:11][CH:12]=2)[N:9]=[C:8]([C:69]2[CH:70]=[CH:71][C:72]4[O:77][CH2:76][C:75](=[O:78])[NH:74][C:73]=4[CH:79]=2)[CH:17]=[CH:16]3)[CH2:24][CH2:25][CH2:26][CH2:27][CH2:28]1. Reactant: BrC1C=CC(O)=C([C:8]2[CH:17]=[CH:16][C:15]3[C:10](=[CH:11][CH:12]=[C:13]([C:18]4[N:22]([CH:23]5[CH2:28][CH2:27][CH2:26][CH2:25][CH2:24]5)[C:21]5[CH:29]=[CH:30][C:31]([C:33]([OH:35])=[O:34])=[CH:32][C:20]=5[N:19]=4)[CH:14]=3)[N:9]=2)C=1.C(OC(C1C=CC2N(C3CCCCC3)C(C3C=CC(N)=C(C=O)C=3)=NC=2C=1)=O)C.C([C:69]1[CH:70]=[CH:71][C:72]2[O:77][CH2:76][C:75](=[O:78])[NH:74][C:73]=2[CH:79]=1)(=O)C.[OH-].[K+]. The catalyst class is: 8.